The task is: Regression/Classification. Given a drug SMILES string, predict its absorption, distribution, metabolism, or excretion properties. Task type varies by dataset: regression for continuous measurements (e.g., permeability, clearance, half-life) or binary classification for categorical outcomes (e.g., BBB penetration, CYP inhibition). Dataset: hlm.. This data is from Human liver microsome stability data. The molecule is C[C@@H]1CN(CCSC(c2ccc(F)cc2)c2ccc(F)cc2)C[C@H](C)N1C[C@@H](C)O. The result is 0 (unstable in human liver microsomes).